Dataset: Full USPTO retrosynthesis dataset with 1.9M reactions from patents (1976-2016). Task: Predict the reactants needed to synthesize the given product. Given the product [CH2:1]([NH:3][C:4]([NH:6][C:7]1[CH:8]=[CH:9][C:10]([C:13]2[N:14]=[C:15]([N:23]3[CH2:28][CH2:27][O:26][CH2:25][C@@H:24]3[CH3:29])[C:16]3[CH2:22][CH2:21][N:20]([C:31]4[CH:36]=[CH:35][N:34]=[CH:33][N:32]=4)[CH2:19][C:17]=3[N:18]=2)=[CH:11][CH:12]=1)=[O:5])[CH3:2], predict the reactants needed to synthesize it. The reactants are: [CH2:1]([NH:3][C:4]([NH:6][C:7]1[CH:12]=[CH:11][C:10]([C:13]2[N:14]=[C:15]([N:23]3[CH2:28][CH2:27][O:26][CH2:25][C@@H:24]3[CH3:29])[C:16]3[CH2:22][CH2:21][NH:20][CH2:19][C:17]=3[N:18]=2)=[CH:9][CH:8]=1)=[O:5])[CH3:2].Cl[C:31]1[CH:36]=[CH:35][N:34]=[CH:33][N:32]=1.